Dataset: Peptide-MHC class II binding affinity with 134,281 pairs from IEDB. Task: Regression. Given a peptide amino acid sequence and an MHC pseudo amino acid sequence, predict their binding affinity value. This is MHC class II binding data. The peptide sequence is GGLQIVDKIDAAFKI. The MHC is DRB1_0401 with pseudo-sequence DRB1_0401. The binding affinity (normalized) is 0.562.